This data is from Full USPTO retrosynthesis dataset with 1.9M reactions from patents (1976-2016). The task is: Predict the reactants needed to synthesize the given product. Given the product [CH:14]1([C:12]([C:6]2[CH:7]=[N:8][C:9]3[C:4]([C:5]=2[NH:17][CH:18]2[CH2:23][CH2:22][CH:21]([N:24]4[CH2:28][CH2:27][CH:26]([O:29][CH3:30])[CH2:25]4)[CH2:20][CH2:19]2)=[CH:3][C:2]([C:36]2[CH:37]=[C:32]([Cl:31])[C:33]([OH:48])=[C:34]([Cl:47])[CH:35]=2)=[CH:11][CH:10]=3)=[O:13])[CH2:15][CH2:16]1, predict the reactants needed to synthesize it. The reactants are: Br[C:2]1[CH:3]=[C:4]2[C:9](=[CH:10][CH:11]=1)[N:8]=[CH:7][C:6]([C:12]([CH:14]1[CH2:16][CH2:15]1)=[O:13])=[C:5]2[NH:17][CH:18]1[CH2:23][CH2:22][CH:21]([N:24]2[CH2:28][CH2:27][CH:26]([O:29][CH3:30])[CH2:25]2)[CH2:20][CH2:19]1.[Cl:31][C:32]1[CH:37]=[C:36](B2OC(C)(C)C(C)(C)O2)[CH:35]=[C:34]([Cl:47])[C:33]=1[OH:48].